Dataset: Catalyst prediction with 721,799 reactions and 888 catalyst types from USPTO. Task: Predict which catalyst facilitates the given reaction. (1) Reactant: [CH3:1][C:2]([CH3:31])=[CH:3][CH2:4][C:5]1[C:10]([OH:11])=[C:9]2[C:12]([C:14]3[C:19]([CH2:20][CH:21]=[C:22]([CH3:24])[CH3:23])=[C:18]([O:25]C)[C:17]([OH:27])=[CH:16][C:15]=3[O:28][C:8]2=[CH:7][C:6]=1[O:29]C)=[O:13].CC(C)=CCC1C(O)=C2C(C3C(OC2=CC=1O)=CC(O)=C(OC)C=3CC=C(C)C)=O.[C-]#N.[Na+]. Product: [CH3:1][C:2]([CH3:31])=[CH:3][CH2:4][C:5]1[C:6]([OH:29])=[CH:7][C:8]2[O:28][C:15]3[CH:16]=[C:17]([OH:27])[C:18]([OH:25])=[C:19]([CH2:20][CH:21]=[C:22]([CH3:23])[CH3:24])[C:14]=3[C:12](=[O:13])[C:9]=2[C:10]=1[OH:11]. The catalyst class is: 16. (2) Reactant: O=[C:2]([CH3:15])[CH2:3][C:4]1[O:9][C:8](=[O:10])[C:7]2[CH:11]=[CH:12][CH:13]=[CH:14][C:6]=2[N:5]=1.Cl.Cl.[NH:18]([C:20]1[CH:21]=[N:22][CH:23]=[CH:24][CH:25]=1)[NH2:19].C([O-])(=O)C.[Na+]. Product: [CH3:15][C:2]1[CH:3]=[C:4]([NH:5][C:6]2[CH:14]=[CH:13][CH:12]=[CH:11][C:7]=2[C:8]([OH:9])=[O:10])[N:18]([C:20]2[CH:21]=[N:22][CH:23]=[CH:24][CH:25]=2)[N:19]=1. The catalyst class is: 8.